Task: Predict the reaction yield, written as a fraction of the theoretical maximum amount of product (1.0 means a 100% yield; for example, 0.34 means a 34% yield).. Dataset: Reaction yield outcomes from USPTO patents with 853,638 reactions (1) The reactants are [CH:1]1[CH:2]=[CH:3][C:4]([C:7]2[N:8]=[C:9](Cl)[CH:10]=[C:11]([Cl:13])[N:12]=2)=[CH:5][CH:6]=1.[NH2:15][C:16]1[CH:20]=[C:19]([CH3:21])[NH:18][N:17]=1.C(N(CC)C(C)C)(C)C.[I-].[Na+]. The catalyst is C(O)CCC. The product is [Cl:13][C:11]1[N:12]=[C:7]([C:4]2[CH:5]=[CH:6][CH:1]=[CH:2][CH:3]=2)[N:8]=[C:9]([NH:15][C:16]2[NH:17][N:18]=[C:19]([CH3:21])[CH:20]=2)[CH:10]=1. The yield is 0.290. (2) The reactants are Br[C:2]1[CH:3]=[CH:4][C:5]([NH:9][CH2:10][C:11]2[CH:16]=[CH:15][C:14]([Cl:17])=[CH:13][CH:12]=2)=[N:6][C:7]=1[F:8].[CH2:18]([Li])[CH2:19][CH2:20][CH3:21].Cl[Si](C)(C)CC[Si](Cl)(C)C.C([Li])(C)(C)C.[C:38]([Cu])#[N:39].C(OC([N:56]1C2[CH:53]=[CH:54][C:55](Cl)=[N:56][C:53]=2[C:54](CCl)=[CH:55]1)=O)(C)(C)C.[ClH:60].N. The catalyst is O1CCCC1. The product is [Cl:17][C:14]1[CH:15]=[CH:16][C:11]([CH2:10][NH:9][C:5]2[CH:4]=[CH:3][C:2]([CH2:21][C:20]3[C:19]4[C:18](=[N:56][CH:55]=[C:54]([Cl:60])[CH:53]=4)[NH:39][CH:38]=3)=[C:7]([F:8])[N:6]=2)=[CH:12][CH:13]=1. The yield is 0.331. (3) The reactants are Cl[C:2]1[CH:7]=[C:6]([N+:8]([O-:10])=[O:9])[CH:5]=[CH:4][C:3]=1[CH2:11][CH2:12][NH:13][CH2:14][CH:15]1[CH2:20][CH2:19][CH2:18][CH2:17][CH2:16]1.C(N(CC)CC)C.[CH3:28][C:29]([O:32][C:33]([O:35]C(OC(C)(C)C)=O)=O)([CH3:31])[CH3:30].C(=O)(O)[O-].[Na+].C(Cl)[Cl:49]. The catalyst is CCOC(C)=O. The product is [Cl:49][CH:11]([C:3]1[CH:4]=[CH:5][C:6]([N+:8]([O-:10])=[O:9])=[CH:7][CH:2]=1)[CH2:12][N:13]([CH2:14][CH:15]1[CH2:20][CH2:19][CH2:18][CH2:17][CH2:16]1)[C:33](=[O:35])[O:32][C:29]([CH3:31])([CH3:30])[CH3:28]. The yield is 0.860. (4) The reactants are [C:1]1([C:7]2[CH:11]=[C:10]([CH:12]3[CH2:17][CH2:16][N:15](C(OC(C)(C)C)=O)[CH2:14][CH2:13]3)[O:9][N:8]=2)[CH:6]=[CH:5][CH:4]=[CH:3][CH:2]=1.FC(F)(F)C(O)=O. The product is [C:1]1([C:7]2[CH:11]=[C:10]([CH:12]3[CH2:17][CH2:16][NH:15][CH2:14][CH2:13]3)[O:9][N:8]=2)[CH:2]=[CH:3][CH:4]=[CH:5][CH:6]=1. The yield is 0.760. The catalyst is ClCCl. (5) The reactants are CC(C1C=C(C(C)C)C=C(C(C)C)C=1S(O[CH:20]([C:22]1([OH:45])[CH2:25][N:24]([C:26]([C:28]2[CH:33]=[CH:32][C:31]([F:34])=[C:30]([F:35])[C:29]=2[NH:36][C:37]2[CH:42]=[CH:41][C:40]([I:43])=[CH:39][C:38]=2[F:44])=[O:27])[CH2:23]1)[CH3:21])(=O)=O)C.[H-].[Na+].C(OCC)(=O)C. The product is [F:35][C:30]1[C:31]([F:34])=[CH:32][CH:33]=[C:28]([C:26]([N:24]2[CH2:25][C:22]3([O:45][CH:20]3[CH3:21])[CH2:23]2)=[O:27])[C:29]=1[NH:36][C:37]1[CH:42]=[CH:41][C:40]([I:43])=[CH:39][C:38]=1[F:44]. The catalyst is O1CCCC1. The yield is 0.990. (6) The reactants are ClC(Cl)(O[C:5](=[O:11])OC(Cl)(Cl)Cl)Cl.[CH2:13]([C:16]1([CH2:33][CH:34]=[CH2:35])[C:31](=[O:32])[N:19]2[CH2:20][CH2:21][NH:22][C@@H:23]([C:24]3[CH:29]=[CH:28][CH:27]=[CH:26][C:25]=3[CH3:30])[C@@H:18]2[CH2:17]1)[CH:14]=[CH2:15].[CH3:36][NH:37][CH2:38][C:39]1[CH:44]=[C:43]([CH3:45])[CH:42]=[C:41]([C:46]([F:49])([F:48])[F:47])[N:40]=1. The catalyst is CCOC(C)=O.CN(C1C=CN=CC=1)C. The product is [CH2:33]([C:16]1([CH2:13][CH:14]=[CH2:15])[C:31](=[O:32])[N:19]2[CH2:20][CH2:21][N:22]([C:5]([N:37]([CH3:36])[CH2:38][C:39]3[CH:44]=[C:43]([CH3:45])[CH:42]=[C:41]([C:46]([F:49])([F:47])[F:48])[N:40]=3)=[O:11])[C@@H:23]([C:24]3[CH:29]=[CH:28][CH:27]=[CH:26][C:25]=3[CH3:30])[C@@H:18]2[CH2:17]1)[CH:34]=[CH2:35]. The yield is 0.521. (7) The reactants are [CH3:1][O:2][C:3]1[CH:4]=[C:5]([CH:8]=[CH:9][C:10]=1[O:11][CH3:12])[CH:6]=[O:7].[I:13]I. The catalyst is CCO.S([O-])([O-])(=O)=O.[Ag+2]. The product is [I:13][C:8]1[CH:9]=[C:10]([O:11][CH3:12])[C:3]([O:2][CH3:1])=[CH:4][C:5]=1[CH:6]=[O:7]. The yield is 0.800. (8) The reactants are [N:1]1[CH:6]=[CH:5][CH:4]=[CH:3][C:2]=1[C:7]1[CH:8]=[CH:9][C:10](=[O:13])[NH:11][CH:12]=1.[C:14]1(B(O)O)[CH:19]=[CH:18][CH:17]=[CH:16][CH:15]=1.N1C=CC=CC=1. The catalyst is CC([O-])=O.CC([O-])=O.[Cu+2].CN(C=O)C. The product is [C:14]1([N:11]2[CH:12]=[C:7]([C:2]3[CH:3]=[CH:4][CH:5]=[CH:6][N:1]=3)[CH:8]=[CH:9][C:10]2=[O:13])[CH:19]=[CH:18][CH:17]=[CH:16][CH:15]=1. The yield is 0.680. (9) The reactants are C([NH:6][C:7]1[NH:8][C:9](=[O:27])[C:10]2[N:11]=[CH:12][N:13]([C@@H:16]3[O:21][C@H:20]([CH2:22][OH:23])[C@@H:18]([OH:19])[C@@:17]3([C:25]#[CH:26])[F:24])[C:14]=2[N:15]=1)(=O)C(C)C. The catalyst is N.C(OCC)(=O)C. The product is [C:25]([C@@:17]1([F:24])[C@H:18]([OH:19])[C@@H:20]([CH2:22][OH:23])[O:21][C@H:16]1[N:13]1[CH:12]=[N:11][C:10]2[C:9](=[O:27])[NH:8][C:7]([NH2:6])=[N:15][C:14]1=2)#[CH:26]. The yield is 0.330.